This data is from Forward reaction prediction with 1.9M reactions from USPTO patents (1976-2016). The task is: Predict the product of the given reaction. (1) Given the reactants C([N:8]1[CH:12]=[C:11]([CH2:13][CH2:14][CH2:15][CH2:16][CH2:17][C:18]([OH:20])=[O:19])[N:10]=[N:9]1)C1C=CC=CC=1.C(O)(=O)C, predict the reaction product. The product is: [NH:8]1[CH:12]=[C:11]([CH2:13][CH2:14][CH2:15][CH2:16][CH2:17][C:18]([OH:20])=[O:19])[N:10]=[N:9]1. (2) Given the reactants Cl[C:2]1[CH:10]=[CH:9][C:5]([C:6]([OH:8])=O)=[C:4]([O:11][CH3:12])[CH:3]=1.C(Cl)(=O)C([Cl:16])=O.[F:19][C:20]([F:29])([F:28])[C:21]1[CH:22]=[C:23]([NH2:27])[CH:24]=[CH:25][CH:26]=1.CO, predict the reaction product. The product is: [Cl:16][C:10]1[CH:2]=[CH:3][C:4]([O:11][CH3:12])=[C:5]([CH:9]=1)[C:6]([NH:27][C:23]1[CH:24]=[CH:25][CH:26]=[C:21]([C:20]([F:28])([F:29])[F:19])[CH:22]=1)=[O:8]. (3) Given the reactants CC1(C)CCCC(C)(C)N1.[Li]CCCC.[CH:16]1([C@H:20]([NH:22][C:23]2[N:31]=[C:30]([C:32]#[N:33])[N:29]=[C:28]3[C:24]=2[N:25]([CH2:34][C@H:35]2[CH2:40][CH2:39][C@H:38]([CH3:41])[CH2:37][CH2:36]2)[CH:26]=[N:27]3)[CH3:21])[CH2:19][CH2:18][CH2:17]1.[Si:42]([O:49][CH2:50][CH:51]=[O:52])([C:45]([CH3:48])([CH3:47])[CH3:46])([CH3:44])[CH3:43], predict the reaction product. The product is: [Si:42]([O:49][CH2:50][CH:51]([C:26]1[N:25]([CH2:34][C@H:35]2[CH2:36][CH2:37][C@H:38]([CH3:41])[CH2:39][CH2:40]2)[C:24]2[C:28](=[N:29][C:30]([C:32]#[N:33])=[N:31][C:23]=2[NH:22][C@@H:20]([CH:16]2[CH2:19][CH2:18][CH2:17]2)[CH3:21])[N:27]=1)[OH:52])([C:45]([CH3:47])([CH3:48])[CH3:46])([CH3:44])[CH3:43]. (4) Given the reactants [NH2:1][C:2]1[N:6]([CH:7]2[CH2:12][CH:11]3[CH2:13][CH:8]2[CH2:9][NH:10]3)[N:5]=[C:4]([C:14]2[CH:19]=[CH:18][C:17]([O:20][C:21]3[CH:26]=[CH:25][CH:24]=[CH:23][CH:22]=3)=[CH:16][CH:15]=2)[C:3]=1[C:27]([NH2:29])=[O:28].[N:30]#[C:31]Br.C([O-])([O-])=O.[Cs+].[Cs+].O, predict the reaction product. The product is: [NH2:1][C:2]1[N:6]([CH:7]2[CH2:12][CH:11]3[CH2:13][CH:8]2[CH2:9][N:10]3[C:31]#[N:30])[N:5]=[C:4]([C:14]2[CH:15]=[CH:16][C:17]([O:20][C:21]3[CH:26]=[CH:25][CH:24]=[CH:23][CH:22]=3)=[CH:18][CH:19]=2)[C:3]=1[C:27]([NH2:29])=[O:28]. (5) Given the reactants [CH2:1]([CH:3]([CH2:14][CH2:15][CH2:16][CH3:17])[CH2:4][O:5][C:6]1[CH:11]=[CH:10][C:9]([C:12]#[CH:13])=[CH:8][CH:7]=1)[CH3:2].Br[C:19]1[CH:20]=[C:21]([CH:24]=[C:25](Br)[CH:26]=1)[CH:22]=[O:23], predict the reaction product. The product is: [CH2:1]([CH:3]([CH2:14][CH2:15][CH2:16][CH3:17])[CH2:4][O:5][C:6]1[CH:7]=[CH:8][C:9]([C:12]#[C:13][C:19]2[CH:20]=[C:21]([CH:24]=[C:25]([C:13]#[C:12][C:9]3[CH:10]=[CH:11][C:6]([O:5][CH2:4][CH:3]([CH2:1][CH3:2])[CH2:14][CH2:15][CH2:16][CH3:17])=[CH:7][CH:8]=3)[CH:26]=2)[CH:22]=[O:23])=[CH:10][CH:11]=1)[CH3:2]. (6) Given the reactants [F:1][C:2]1[CH:7]=[CH:6][CH:5]=[C:4]([F:8])[C:3]=1[N:9]1[C:14]2[N:15]=[C:16]([NH:27][CH2:28][CH2:29][C:30]([NH:32][OH:33])=[NH:31])[N:17]=[C:18]([C:19]3[CH:24]=[CH:23][C:22]([F:25])=[CH:21][C:20]=3[CH3:26])[C:13]=2[CH:12]=[CH:11][C:10]1=[O:34].N1C=CC=NC=1.Cl[C:42](OCC(CC)CCCC)=[O:43], predict the reaction product. The product is: [F:1][C:2]1[CH:7]=[CH:6][CH:5]=[C:4]([F:8])[C:3]=1[N:9]1[C:14]2[N:15]=[C:16]([NH:27][CH2:28][CH2:29][C:30]3[NH:31][C:42](=[O:43])[O:33][N:32]=3)[N:17]=[C:18]([C:19]3[CH:24]=[CH:23][C:22]([F:25])=[CH:21][C:20]=3[CH3:26])[C:13]=2[CH:12]=[CH:11][C:10]1=[O:34]. (7) Given the reactants [Cl:1][C:2]1[C:3]([O:12][C:13]2[CH:18]=[C:17]([O:19][CH2:20][CH2:21][O:22][CH3:23])[CH:16]=[CH:15][C:14]=2[CH2:24][C:25]([CH3:30])([CH3:29])[C:26](O)=[O:27])=[N:4][CH:5]=[C:6]([C:8]([F:11])([F:10])[F:9])[CH:7]=1.[CH2:31]([S:36]([NH2:39])(=[O:38])=[O:37])[CH2:32][CH2:33][CH2:34][CH3:35].N12CCCN=C1CCCCC2.Cl, predict the reaction product. The product is: [Cl:1][C:2]1[C:3]([O:12][C:13]2[CH:18]=[C:17]([O:19][CH2:20][CH2:21][O:22][CH3:23])[CH:16]=[CH:15][C:14]=2[CH2:24][C:25]([CH3:30])([CH3:29])[C:26]([NH:39][S:36]([CH2:31][CH2:32][CH2:33][CH2:34][CH3:35])(=[O:38])=[O:37])=[O:27])=[N:4][CH:5]=[C:6]([C:8]([F:9])([F:11])[F:10])[CH:7]=1. (8) Given the reactants Br[CH2:2][C:3]1[N:4]=[C:5]([C:13]2[CH:18]=[CH:17][C:16]([C:19]([F:22])([F:21])[F:20])=[CH:15][CH:14]=2)[S:6][C:7]=1[C:8]([O:10][CH2:11][CH3:12])=[O:9].C(=O)([O-])[O-].[Na+].[Na+].[F:29][C:30]([F:41])([F:40])[C:31]1[CH:36]=[CH:35][C:34](B(O)O)=[CH:33][CH:32]=1, predict the reaction product. The product is: [F:29][C:30]([F:41])([F:40])[C:31]1[CH:36]=[CH:35][C:34]([CH2:2][C:3]2[N:4]=[C:5]([C:13]3[CH:18]=[CH:17][C:16]([C:19]([F:22])([F:21])[F:20])=[CH:15][CH:14]=3)[S:6][C:7]=2[C:8]([O:10][CH2:11][CH3:12])=[O:9])=[CH:33][CH:32]=1. (9) The product is: [S:17]1[C:8]2=[CH:9][C:10]3[NH:11][CH2:12][CH2:13][O:14][C:15]=3[CH:16]=[C:7]2[N:6]=[C:5]1[C:1]#[N:2]. Given the reactants [C-:1]#[N:2].[K+].Cl[C:5]1[S:17][C:8]2=[CH:9][C:10]3[NH:11][CH2:12][CH2:13][O:14][C:15]=3[CH:16]=[C:7]2[N:6]=1.O, predict the reaction product. (10) Given the reactants C[Si]([N-][Si](C)(C)C)(C)C.[Na+].[CH2:11]1COCC1.[O:16]=[C:17]1[CH2:22][O:21][CH2:20][C@@H:19]([C:23]2[CH:28]=[CH:27][CH:26]=[CH:25][CH:24]=2)[N:18]1[C:29]([O:31][C:32]([CH3:35])([CH3:34])[CH3:33])=[O:30].IC, predict the reaction product. The product is: [CH3:11][C@@H:22]1[O:21][CH2:20][C@@H:19]([C:23]2[CH:28]=[CH:27][CH:26]=[CH:25][CH:24]=2)[N:18]([C:29]([O:31][C:32]([CH3:35])([CH3:34])[CH3:33])=[O:30])[C:17]1=[O:16].